This data is from Forward reaction prediction with 1.9M reactions from USPTO patents (1976-2016). The task is: Predict the product of the given reaction. (1) Given the reactants [Cl:1][C:2]1[CH:3]=[C:4]([N:9]2[C:13]([C:14]3[CH:19]=[CH:18][CH:17]=[C:16]([O:20][C:21]([F:24])([F:23])[F:22])[CH:15]=3)=[CH:12][C:11]([C:25](O)=[O:26])=[N:10]2)[CH:5]=[CH:6][C:7]=1[F:8].ClC1C=C(N2C(C3C=C(F)C=C(Cl)C=3)=CC(C([N:51]3[CH2:55][C:54](=[O:56])[NH:53][CH2:52]3)=O)=N2)C=CC=1F, predict the reaction product. The product is: [Cl:1][C:2]1[CH:3]=[C:4]([N:9]2[C:13]([C:14]3[CH:19]=[CH:18][CH:17]=[C:16]([O:20][C:21]([F:23])([F:22])[F:24])[CH:15]=3)=[CH:12][C:11]([C:25]([N:51]3[CH2:55][C:54](=[O:56])[NH:53][CH2:52]3)=[O:26])=[N:10]2)[CH:5]=[CH:6][C:7]=1[F:8]. (2) The product is: [CH:1]1[C:9]2[C:8]3[CH2:10][CH2:11][CH2:12][CH2:13][C:7]=3[O:6][C:5]=2[CH:4]=[CH:3][C:2]=1[NH:14][C:15](=[O:19])[CH:16]([CH3:18])[CH3:17]. Given the reactants [CH2:1]1[C:9]2[C:8]3[CH:10]=[CH:11][CH:12]=[CH:13][C:7]=3[O:6][C:5]=2[CH2:4][CH2:3][CH:2]1[NH2:14].[C:15](Cl)(=[O:19])[CH:16]([CH3:18])[CH3:17].C(N(CC)CC)C, predict the reaction product. (3) Given the reactants C(OC([N:8]1[CH2:13][CH2:12][N:11]([CH2:14][CH2:15][C:16]([NH:18][C@H:19]2[CH2:23][CH2:22][N:21]([S:24]([C:27]3[C:28]4[C:29]([Cl:37])=[CH:30][N:31]=[CH:32][C:33]=4[CH:34]=[CH:35][CH:36]=3)(=[O:26])=[O:25])[CH2:20]2)=[O:17])[CH2:10][CH2:9]1)=O)(C)(C)C.Cl.C(OC(N1CCN(CCC(O)=O)CC1)=O)(C)(C)C.COCC(O)=O, predict the reaction product. The product is: [N:11]1([CH2:14][CH2:15][C:16]([NH:18][C@@H:19]2[CH2:23][CH2:22][N:21]([S:24]([C:27]3[C:28]4[C:29]([Cl:37])=[CH:30][N:31]=[CH:32][C:33]=4[CH:34]=[CH:35][CH:36]=3)(=[O:26])=[O:25])[CH2:20]2)=[O:17])[CH2:12][CH2:13][NH:8][CH2:9][CH2:10]1. (4) Given the reactants CCN(C(C)C)C(C)C.Cl.[F:11][C:12]1[CH:27]=[CH:26][C:15]2[N:16]=[C:17]([NH:19][C@H:20]3[CH2:24][CH2:23][CH2:22][C@@H:21]3[NH2:25])[S:18][C:14]=2[CH:13]=1.[CH:28]1([C:31]2[CH:39]=[CH:38][CH:37]=[CH:36][C:32]=2[C:33](Cl)=[O:34])[CH2:30][CH2:29]1, predict the reaction product. The product is: [CH:28]1([C:31]2[CH:39]=[CH:38][CH:37]=[CH:36][C:32]=2[C:33]([NH:25][C@H:21]2[CH2:22][CH2:23][CH2:24][C@@H:20]2[NH:19][C:17]2[S:18][C:14]3[CH:13]=[C:12]([F:11])[CH:27]=[CH:26][C:15]=3[N:16]=2)=[O:34])[CH2:29][CH2:30]1.